From a dataset of Reaction yield outcomes from USPTO patents with 853,638 reactions. Predict the reaction yield, written as a fraction of the theoretical maximum amount of product (1.0 means a 100% yield; for example, 0.34 means a 34% yield). The reactants are C=CCCCCCC.CC(C1C=CC=CC=1)=C.C1=CCCCCCC1.C12CC(CC1)C=C2.CC1CC[C@@H](C(C)=C)CC=1.[CH3:43][C@H:44]1[C:49](=[O:50])[CH2:48][C@H:47]([C:51]([CH3:53])=[CH2:52])[CH2:46][CH2:45]1. No catalyst specified. The product is [CH:51]([CH:47]1[CH2:48][C:49](=[O:50])[CH:44]([CH3:43])[CH2:45][CH2:46]1)([CH3:53])[CH3:52]. The yield is 0.990.